This data is from Forward reaction prediction with 1.9M reactions from USPTO patents (1976-2016). The task is: Predict the product of the given reaction. (1) Given the reactants [Br:1][C:2]1[C:11]2[C:6](=[CH:7][CH:8]=[CH:9][CH:10]=2)[N:5]=[C:4]([C:12]([NH:14][C@H:15]2[CH2:20][CH2:19][CH2:18][CH2:17][C@@H:16]2[OH:21])=[O:13])[CH:3]=1.[B:22]1([B:22]2[O:26][C:25]([CH3:28])([CH3:27])[C:24]([CH3:30])([CH3:29])[O:23]2)[O:26][C:25]([CH3:28])([CH3:27])[C:24]([CH3:30])([CH3:29])[O:23]1.C([O-])(=O)C.[K+], predict the reaction product. The product is: [Br:1][C:2]1[C:11]2[C:6](=[CH:7][CH:8]=[CH:9][CH:10]=2)[N:5]=[C:4]([C:12]([NH:14][C@H:15]2[CH2:20][CH2:19][CH2:18][CH2:17][C@@H:16]2[OH:21])=[O:13])[CH:3]=1.[OH:21][C@H:16]1[CH2:17][CH2:18][CH2:19][CH2:20][C@@H:15]1[NH:14][C:12]([C:4]1[CH:3]=[C:2]([B:22]2[O:26][C:25]([CH3:28])([CH3:27])[C:24]([CH3:30])([CH3:29])[O:23]2)[C:11]2[C:6](=[CH:7][CH:8]=[CH:9][CH:10]=2)[N:5]=1)=[O:13]. (2) Given the reactants [F:1][C:2]1[CH:7]=[CH:6][CH:5]=[C:4]([F:8])[C:3]=1[N:9]1[C:14]2[N:15]=[C:16]([S:37][CH3:38])[N:17]=[C:18]([C:19]3[CH:20]=[C:21]([CH:33]=[CH:34][C:35]=3[CH3:36])[C:22]([NH:24][CH2:25][CH2:26][C:27]3[CH:32]=[CH:31][CH:30]=[CH:29][CH:28]=3)=[O:23])[C:13]=2[CH:12]=[CH:11][C:10]1=[O:39].C1C=C(Cl)C=C(C(OO)=[O:48])C=1, predict the reaction product. The product is: [F:8][C:4]1[CH:5]=[CH:6][CH:7]=[C:2]([F:1])[C:3]=1[N:9]1[C:14]2[N:15]=[C:16]([S:37]([CH3:38])=[O:48])[N:17]=[C:18]([C:19]3[CH:20]=[C:21]([CH:33]=[CH:34][C:35]=3[CH3:36])[C:22]([NH:24][CH2:25][CH2:26][C:27]3[CH:28]=[CH:29][CH:30]=[CH:31][CH:32]=3)=[O:23])[C:13]=2[CH:12]=[CH:11][C:10]1=[O:39].